Predict the reactants needed to synthesize the given product. From a dataset of Full USPTO retrosynthesis dataset with 1.9M reactions from patents (1976-2016). (1) Given the product [CH:16]([Si:4]([CH:1]([CH3:2])[CH3:3])([CH:13]([CH3:15])[CH3:14])[O:5][C:6]([C:8]1[S:9][CH:10]=[CH:11][CH:12]=1)=[CH:7][Cl:26])([CH3:18])[CH3:17], predict the reactants needed to synthesize it. The reactants are: [CH:1]([Si:4]([CH:16]([CH3:18])[CH3:17])([CH:13]([CH3:15])[CH3:14])[O:5][C:6]([C:8]1[S:9][CH:10]=[CH:11][CH:12]=1)=[CH2:7])([CH3:3])[CH3:2].C1C(=O)N([Cl:26])C(=O)C1. (2) The reactants are: [CH2:1]([O:3][C:4](=O)[C:5]([C:10]#[N:11])=[CH:6]OCC)[CH3:2].[OH2:13].[NH2:14][NH2:15]. Given the product [NH2:11][C:10]1[NH:15][N:14]=[CH:6][C:5]=1[C:4]([O:3][CH2:1][CH3:2])=[O:13], predict the reactants needed to synthesize it. (3) Given the product [NH2:7][C@@H:8]([CH2:9][CH2:10][CH2:11][CH2:12][NH:13][C:14](=[O:25])[C@@H:15]([NH2:17])[CH3:16])[C:26]([NH:27][C:28]1[CH:29]=[CH:30][C:31]([C:34]#[C:35][C:36]2[C:37]([F:45])=[C:38]([F:44])[N:39]=[C:40]([F:43])[C:41]=2[F:42])=[CH:32][CH:33]=1)=[O:46], predict the reactants needed to synthesize it. The reactants are: C(OC(=O)[NH:7][CH:8]([C:26](=[O:46])[NH:27][C:28]1[CH:33]=[CH:32][C:31]([C:34]#[C:35][C:36]2[C:41]([F:42])=[C:40]([F:43])[N:39]=[C:38]([F:44])[C:37]=2[F:45])=[CH:30][CH:29]=1)[CH2:9][CH2:10][CH2:11][CH2:12][NH:13][C:14](=[O:25])[CH:15]([NH:17]C(OC(C)(C)C)=O)[CH3:16])(C)(C)C.NCCCC[C@H](NC(=O)[C@@H](N)C)C(NC1C=CC(C#CC2C(F)=C(F)N=C(F)C=2F)=CC=1)=O.C(OC(=O)NCCCCC(NC(=O)C(NC(OC(C)(C)C)=O)C)C(=O)NC1C=CC(C#CC2C(F)=C(F)N=C(F)C=2F)=CC=1)(C)(C)C. (4) Given the product [CH:10]1[C:11]2[N:12]([C:14]3[CH:15]=[C:16]([CH:21]=[C:22]([N:24]4[C:25]5[CH:26]=[CH:27][CH:28]=[CH:29][C:30]=5[C:31]5[C:36]4=[CH:35][CH:34]=[CH:33][CH:32]=5)[CH:23]=3)[C:17]([OH:19])=[O:18])[C:13]3[C:5](=[CH:4][CH:3]=[CH:2][CH:1]=3)[C:6]=2[CH:7]=[CH:8][CH:9]=1, predict the reactants needed to synthesize it. The reactants are: [CH:1]1[C:13]2[N:12]([C:14]3[CH:15]=[C:16]([CH:21]=[C:22]([N:24]4[C:36]5[CH:35]=[CH:34][CH:33]=[CH:32][C:31]=5[C:30]5[C:25]4=[CH:26][CH:27]=[CH:28][CH:29]=5)[CH:23]=3)[C:17]([O:19]C)=[O:18])[C:11]3[C:6](=[CH:7][CH:8]=[CH:9][CH:10]=3)[C:5]=2[CH:4]=[CH:3][CH:2]=1.[OH-].[K+]. (5) The reactants are: [CH3:1][CH:2]1[CH2:7][NH:6][CH2:5][CH2:4][N:3]1[C:8]1[CH:13]=[CH:12][N:11]=[CH:10][C:9]=1[N+:14]([O-:16])=[O:15].[CH3:17]N(C=O)C.[H-].[Na+].CI. Given the product [CH3:1][CH:2]1[CH2:7][N:6]([CH3:17])[CH2:5][CH2:4][N:3]1[C:8]1[CH:13]=[CH:12][N:11]=[CH:10][C:9]=1[N+:14]([O-:16])=[O:15], predict the reactants needed to synthesize it. (6) Given the product [C:13]([C:12]1[C:8]([C:5]2[CH:6]=[CH:7][C:2]([C:37]3[CH:38]=[CH:39][CH:40]=[CH:41][C:36]=3[C:34]#[N:35])=[CH:3][CH:4]=2)=[C:9]([C:18]([O:20][CH2:21][CH3:22])=[O:19])[N:10]([CH3:17])[C:11]=1[CH2:15][CH3:16])#[N:14], predict the reactants needed to synthesize it. The reactants are: Br[C:2]1[CH:7]=[CH:6][C:5]([C:8]2[C:12]([C:13]#[N:14])=[C:11]([CH2:15][CH3:16])[N:10]([CH3:17])[C:9]=2[C:18]([O:20][CH2:21][CH3:22])=[O:19])=[CH:4][CH:3]=1.C(=O)([O-])[O-].[K+].[K+].C1COCC1.[C:34]([C:36]1[CH:41]=[CH:40][CH:39]=[CH:38][C:37]=1B(O)O)#[N:35].